Task: Regression. Given two drug SMILES strings and cell line genomic features, predict the synergy score measuring deviation from expected non-interaction effect.. Dataset: Merck oncology drug combination screen with 23,052 pairs across 39 cell lines (1) Drug 1: CCN(CC)CCNC(=O)c1c(C)[nH]c(C=C2C(=O)Nc3ccc(F)cc32)c1C. Drug 2: CC(C)CC(NC(=O)C(Cc1ccccc1)NC(=O)c1cnccn1)B(O)O. Cell line: NCIH2122. Synergy scores: synergy=5.48. (2) Drug 1: Cn1nnc2c(C(N)=O)ncn2c1=O. Drug 2: Cn1c(=O)n(-c2ccc(C(C)(C)C#N)cc2)c2c3cc(-c4cnc5ccccc5c4)ccc3ncc21. Cell line: A2058. Synergy scores: synergy=19.7. (3) Drug 1: O=S1(=O)NC2(CN1CC(F)(F)F)C1CCC2Cc2cc(C=CCN3CCC(C(F)(F)F)CC3)ccc2C1. Drug 2: Cc1nc(Nc2ncc(C(=O)Nc3c(C)cccc3Cl)s2)cc(N2CCN(CCO)CC2)n1. Cell line: EFM192B. Synergy scores: synergy=36.9. (4) Drug 1: CCC1(O)CC2CN(CCc3c([nH]c4ccccc34)C(C(=O)OC)(c3cc4c(cc3OC)N(C)C3C(O)(C(=O)OC)C(OC(C)=O)C5(CC)C=CCN6CCC43C65)C2)C1. Drug 2: CC1(c2nc3c(C(N)=O)cccc3[nH]2)CCCN1. Cell line: PA1. Synergy scores: synergy=-43.4. (5) Drug 1: CCC1=CC2CN(C1)Cc1c([nH]c3ccccc13)C(C(=O)OC)(c1cc3c(cc1OC)N(C)C1C(O)(C(=O)OC)C(OC(C)=O)C4(CC)C=CCN5CCC31C54)C2. Drug 2: O=C(NOCC(O)CO)c1ccc(F)c(F)c1Nc1ccc(I)cc1F. Cell line: UWB1289. Synergy scores: synergy=9.85. (6) Drug 1: O=c1[nH]cc(F)c(=O)[nH]1. Drug 2: O=C(O)C1(Cc2cccc(Nc3nccs3)n2)CCC(Oc2cccc(Cl)c2F)CC1. Cell line: OVCAR3. Synergy scores: synergy=10.0.